From a dataset of Full USPTO retrosynthesis dataset with 1.9M reactions from patents (1976-2016). Predict the reactants needed to synthesize the given product. (1) Given the product [CH3:3][N:4]1[CH2:5][CH2:6][CH:7]([N:10]2[CH2:15][CH2:14][N:13]([C:16]([O:18][C:19]3([C:32]4[C:33]([O:38][CH2:39][CH3:40])=[N:34][CH:35]=[CH:36][CH:37]=4)[C:27]4[C:22](=[CH:23][C:24]([F:30])=[C:25]([C:28]#[N:29])[CH:26]=4)[N:21]([S:51]([C:44]4[CH:45]=[CH:46][C:47]([O:49][CH3:50])=[CH:48][C:43]=4[O:42][CH3:41])(=[O:53])=[O:52])[C:20]3=[O:31])=[O:17])[CH2:12][CH2:11]2)[CH2:8][CH2:9]1, predict the reactants needed to synthesize it. The reactants are: [H-].[Na+].[CH3:3][N:4]1[CH2:9][CH2:8][CH:7]([N:10]2[CH2:15][CH2:14][N:13]([C:16]([O:18][C:19]3([C:32]4[C:33]([O:38][CH2:39][CH3:40])=[N:34][CH:35]=[CH:36][CH:37]=4)[C:27]4[C:22](=[CH:23][C:24]([F:30])=[C:25]([C:28]#[N:29])[CH:26]=4)[NH:21][C:20]3=[O:31])=[O:17])[CH2:12][CH2:11]2)[CH2:6][CH2:5]1.[CH3:41][O:42][C:43]1[CH:48]=[C:47]([O:49][CH3:50])[CH:46]=[CH:45][C:44]=1[S:51](Cl)(=[O:53])=[O:52]. (2) Given the product [CH3:12][C:13]1[N:17]=[CH:16][N:15]([C:2]2[CH:11]=[CH:10][CH:9]=[C:8]3[C:3]=2[CH:4]=[CH:5][N:6]=[CH:7]3)[N:14]=1, predict the reactants needed to synthesize it. The reactants are: Br[C:2]1[CH:11]=[CH:10][CH:9]=[C:8]2[C:3]=1[CH:4]=[CH:5][N:6]=[CH:7]2.[CH3:12][C:13]1[N:17]=[CH:16][NH:15][N:14]=1.C([O-])([O-])=O.[K+].[K+]. (3) Given the product [C:28]([CH2:27][NH:26][C:24]([C@@H:20]1[CH2:21][CH2:22][CH2:23][N:19]1[S:16]([C:13]1[N:12]2[C@@:8]([CH2:7][C:6]3[CH:5]=[CH:4][C:3]([C:1]#[N:2])=[CH:43][CH:42]=3)([CH3:41])[C:9](=[O:40])[N:10]([C:32]3[CH:33]=[C:34]([Cl:39])[CH:35]=[C:36]([Cl:38])[CH:37]=3)[C:11]2=[N:15][CH:14]=1)(=[O:17])=[O:18])=[O:25])(=[O:29])[NH2:45], predict the reactants needed to synthesize it. The reactants are: [C:1]([C:3]1[CH:43]=[CH:42][C:6]([CH2:7][C@@:8]2([CH3:41])[N:12]3[C:13]([S:16]([N:19]4[CH2:23][CH2:22][CH2:21][C@H:20]4[C:24]([NH:26][C@H:27](C)[C:28](O)=[O:29])=[O:25])(=[O:18])=[O:17])=[CH:14][N:15]=[C:11]3[N:10]([C:32]3[CH:37]=[C:36]([Cl:38])[CH:35]=[C:34]([Cl:39])[CH:33]=3)[C:9]2=[O:40])=[CH:5][CH:4]=1)#[N:2].Cl.[NH2:45]CC(N)=O.CN(C(ON1N=NC2C=CC=CC1=2)=[N+](C)C)C.[B-](F)(F)(F)F.CCN(C(C)C)C(C)C. (4) Given the product [CH3:15][O:14][C:13]1[CH:12]=[CH:11][C:4]([CH2:5][N:6]2[CH:10]=[N:9][CH:8]=[N:7]2)=[CH:3][C:2]=1[C:22]1[CH:23]=[CH:24][C:17]2[C:18]([CH:21]=1)=[N:19][O:20][N:16]=2, predict the reactants needed to synthesize it. The reactants are: Br[C:2]1[CH:3]=[C:4]([CH:11]=[CH:12][C:13]=1[O:14][CH3:15])[CH2:5][N:6]1[CH:10]=[N:9][CH:8]=[N:7]1.[N:16]1[O:20][N:19]=[C:18]2[CH:21]=[C:22](B(O)O)[CH:23]=[CH:24][C:17]=12.C1(P(C2C=CC=CC=2)C2C=CC=CC=2)C=CC=CC=1.C(=O)([O-])[O-].[Cs+].[Cs+]. (5) Given the product [Br:94][C:91]1[CH:92]=[CH:93][C:88]([CH2:87][O:86][C:85]([NH:114][CH2:115][CH2:116][C:117]([O:119][CH3:120])=[O:118])=[O:105])=[N:89][CH:90]=1, predict the reactants needed to synthesize it. The reactants are: CC1C(C)=CC=CC=1OCCCC(N1C2C(=C(C3C=CC(COC(NCC(OC)=O)=O)=CC=3)C=CC=2)CCC1)=O.C(=O)(OC1C=CC([N+]([O-])=O)=CC=1)OCC1C=CC(C2C=CC=C3C=2CCCN3C(=O)CCCOC2C=CC=C(C)C=2C)=CC=1.[C:85](=[O:105])(OC1C=CC([N+]([O-])=O)=CC=1)[O:86][CH2:87][C:88]1[CH:93]=[CH:92][C:91]([Br:94])=[CH:90][N:89]=1.Cl.NCC(OC)=O.Cl.[NH2:114][CH2:115][CH2:116][C:117]([O:119][CH3:120])=[O:118]. (6) Given the product [C:13]([N:7]1[CH2:8][C:4]2[CH:3]=[C:2]([C:9]([O:11][CH3:12])=[O:10])[S:1][C:5]=2[CH2:6]1)(=[O:18])[C:14]([CH3:17])([CH3:16])[CH3:15], predict the reactants needed to synthesize it. The reactants are: [S:1]1[C:5]2[CH2:6][NH:7][CH2:8][C:4]=2[CH:3]=[C:2]1[C:9]([O:11][CH3:12])=[O:10].[C:13](O)(=[O:18])[C:14]([CH3:17])([CH3:16])[CH3:15].F[P-](F)(F)(F)(F)F.C[N+](C)=C(N(C)C)ON1C2N=CC=CC=2N=N1.CN1CCOCC1.